This data is from Reaction yield outcomes from USPTO patents with 853,638 reactions. The task is: Predict the reaction yield, written as a fraction of the theoretical maximum amount of product (1.0 means a 100% yield; for example, 0.34 means a 34% yield). The reactants are C[O:2][C:3]1[CH:8]=[CH:7][N:6]=[C:5]([NH:9][C:10]2[CH:15]=[CH:14][CH:13]=[CH:12][CH:11]=2)[N:4]=1.Br.[OH-].[Na+]. The catalyst is C(O)(=O)C.O. The product is [C:10]1([NH:9][C:5]2[NH:4][C:3](=[O:2])[CH:8]=[CH:7][N:6]=2)[CH:11]=[CH:12][CH:13]=[CH:14][CH:15]=1. The yield is 0.940.